From a dataset of Reaction yield outcomes from USPTO patents with 853,638 reactions. Predict the reaction yield, written as a fraction of the theoretical maximum amount of product (1.0 means a 100% yield; for example, 0.34 means a 34% yield). (1) The reactants are [CH2:1]([Cl:3])[Cl:2].[Li]CCCC.[B:9]([O:16][CH2:17][CH3:18])([O:13][CH2:14][CH3:15])OCC.Cl.[C:20]12(O)[CH2:28][CH:24]([C:25]1([CH3:27])[CH3:26])CCC2(O)C. The catalyst is C1COCC1.C(OCC)C. The product is [Cl:2][CH:1]([Cl:3])[B:9]1[O:13][CH:14]2[CH2:15][C@@H:24]3[CH2:28][C@H:20]([C@:17]2([CH3:18])[O:16]1)[C:25]3([CH3:27])[CH3:26]. The yield is 0.600. (2) The reactants are [C:1]1(=[O:6])[CH2:5][CH2:4][CH2:3][CH2:2]1.[Si]([C:11]([F:14])([F:13])[F:12])(C)(C)C. The catalyst is CCCC[N+](CCCC)(CCCC)CCCC.[F-].Cl. The yield is 0.880. The product is [F:12][C:11]([F:14])([F:13])[C:1]1([OH:6])[CH2:5][CH2:4][CH2:3][CH2:2]1. (3) The reactants are [F:1][C:2]1[CH:3]=[C:4]([CH:10]=[CH:11][CH:12]=1)/[CH:5]=[CH:6]/[C:7]([OH:9])=[O:8].IC.[C:15](=O)([O-])[O-].[Cs+].[Cs+]. The catalyst is CC(C)=O.C(OCC)(=O)C. The product is [CH3:15][O:8][C:7](=[O:9])/[CH:6]=[CH:5]/[C:4]1[CH:10]=[CH:11][CH:12]=[C:2]([F:1])[CH:3]=1. The yield is 0.870. (4) The reactants are [CH3:1][C:2]1[NH:6][C:5]2[C:7]([C:17]([O:19]C)=[O:18])=[CH:8][C:9]([N:11]3[CH2:16][CH2:15][O:14][CH2:13][CH2:12]3)=[CH:10][C:4]=2[N:3]=1.Br[CH2:22][C:23]1[CH:28]=[CH:27][CH:26]=[C:25]([F:29])[C:24]=1[CH3:30].C(=O)([O-])[O-].[K+].[K+].[OH-].[Li+]. The catalyst is CN(C)C=O.O1CCCC1.O. The product is [F:29][C:25]1[C:24]([CH3:30])=[C:23]([CH2:22][N:3]2[C:4]3[CH:10]=[C:9]([N:11]4[CH2:12][CH2:13][O:14][CH2:15][CH2:16]4)[CH:8]=[C:7]([C:17]([OH:19])=[O:18])[C:5]=3[N:6]=[C:2]2[CH3:1])[CH:28]=[CH:27][CH:26]=1. The yield is 0.225.